This data is from Catalyst prediction with 721,799 reactions and 888 catalyst types from USPTO. The task is: Predict which catalyst facilitates the given reaction. (1) Reactant: [CH2:1]([S:8][C:9]1[N:10]=[C:11](Cl)[C:12]2[S:17][C:16]([NH2:18])=[N:15][C:13]=2[N:14]=1)[C:2]1[CH:7]=[CH:6][CH:5]=[CH:4][CH:3]=1.CCN(C(C)C)C(C)C.[NH2:29][C@H:30]([CH2:33][CH2:34][CH3:35])[CH2:31][OH:32].O. Product: [NH2:18][C:16]1[S:17][C:12]2[C:11]([NH:29][C@H:30]([CH2:33][CH2:34][CH3:35])[CH2:31][OH:32])=[N:10][C:9]([S:8][CH2:1][C:2]3[CH:7]=[CH:6][CH:5]=[CH:4][CH:3]=3)=[N:14][C:13]=2[N:15]=1. The catalyst class is: 37. (2) Reactant: [Cl:1][C:2]1[CH:7]=[CH:6][C:5]([N:8]([CH3:21])[S:9]([C:12]2[CH:20]=[CH:19][C:15]([C:16](Cl)=[O:17])=[CH:14][CH:13]=2)(=[O:11])=[O:10])=[CH:4][CH:3]=1.[NH2:22][C:23]1[CH:30]=[CH:29][C:28]([Br:31])=[CH:27][C:24]=1[C:25]#[N:26]. Product: [Br:31][C:28]1[CH:29]=[CH:30][C:23]([NH:22][C:16](=[O:17])[C:15]2[CH:19]=[CH:20][C:12]([S:9]([N:8]([C:5]3[CH:6]=[CH:7][C:2]([Cl:1])=[CH:3][CH:4]=3)[CH3:21])(=[O:11])=[O:10])=[CH:13][CH:14]=2)=[C:24]([C:25]#[N:26])[CH:27]=1. The catalyst class is: 202. (3) Reactant: [CH2:1]([O:3][C:4]([N:6]1[CH2:11][CH2:10][CH:9]([C:12]2[C:20]3[C:15](=[CH:16][CH:17]=[CH:18][CH:19]=3)[NH:14][CH:13]=2)[CH2:8][CH2:7]1)=[O:5])[CH3:2].[H-].[Na+].Br[CH2:24][CH2:25][O:26][CH2:27][CH3:28].O. Product: [CH2:1]([O:3][C:4]([N:6]1[CH2:11][CH2:10][CH:9]([C:12]2[C:20]3[C:15](=[CH:16][CH:17]=[CH:18][CH:19]=3)[N:14]([CH2:24][CH2:25][O:26][CH2:27][CH3:28])[CH:13]=2)[CH2:8][CH2:7]1)=[O:5])[CH3:2]. The catalyst class is: 3. (4) Reactant: [F:1][C:2]([F:29])([F:28])[O:3][C:4]1[CH:9]=[CH:8][C:7]([N:10]2[CH:14]=[N:13][C:12]([C:15]3[CH:20]=[CH:19][C:18]([CH:21]4[CH2:26][CH2:25][CH2:24][CH2:23][CH:22]4[NH2:27])=[CH:17][CH:16]=3)=[N:11]2)=[CH:6][CH:5]=1.[N+](C1C=CC([CH:39]2[S:43]/[C:42](=[N:44]\[C:45](=O)[O-:46])/[N:41]([C:48]3[CH:53]=[C:52]([CH3:54])[CH:51]=[CH:50][C:49]=3[CH:55]([CH3:57])[CH3:56])[C:40]2=[O:58])=CC=1)([O-])=O.C(=O)([O-])[O-].[Cs+].[Cs+]. Product: [CH:55]([C:49]1[CH:50]=[CH:51][C:52]([CH3:54])=[CH:53][C:48]=1[N:41]1[C:40](=[O:58])[CH2:39][S:43]/[C:42]/1=[N:44]\[C:45]([NH:27][CH:22]1[CH2:23][CH2:24][CH2:25][CH2:26][CH:21]1[C:18]1[CH:19]=[CH:20][C:15]([C:12]2[N:13]=[CH:14][N:10]([C:7]3[CH:6]=[CH:5][C:4]([O:3][C:2]([F:1])([F:28])[F:29])=[CH:9][CH:8]=3)[N:11]=2)=[CH:16][CH:17]=1)=[O:46])([CH3:57])[CH3:56]. The catalyst class is: 10. (5) Reactant: [CH3:1][C:2]1[CH:10]=[CH:9][CH:8]=[C:7]2[C:3]=1/[C:4](=[CH:12]/[C:13]1[NH:17][C:16]([CH3:18])=[C:15]([C:19](O)=[O:20])[C:14]=1[CH3:22])/[C:5](=[O:11])[NH:6]2.Cl.C(N=C=NCCCN(C)C)C.OC1C2N=NNC=2C=CC=1.C(N(CC)CC)C.[NH2:52][C:53]1[CH:58]=[CH:57][CH:56]=[CH:55][C:54]=1[NH:59][C:60](=[O:71])[C:61]1[CH:66]=[CH:65][C:64]([NH:67][CH2:68][CH2:69][NH2:70])=[N:63][CH:62]=1. Product: [NH2:52][C:53]1[CH:58]=[CH:57][CH:56]=[CH:55][C:54]=1[NH:59][C:60](=[O:71])[C:61]1[CH:66]=[CH:65][C:64]([NH:67][CH2:68][CH2:69][NH:70][C:19]([C:15]2[C:14]([CH3:22])=[C:13](/[CH:12]=[C:4]3\[C:5](=[O:11])[NH:6][C:7]4[C:3]\3=[C:2]([CH3:1])[CH:10]=[CH:9][CH:8]=4)[NH:17][C:16]=2[CH3:18])=[O:20])=[N:63][CH:62]=1. The catalyst class is: 650. (6) The catalyst class is: 11. Reactant: [CH2:1]([O:3][C:4]([C:6]1[N:7]=[CH:8][O:9][C:10]=1[C:11]1[CH:16]=[CH:15][CH:14]=[C:13]([C:17]([Cl:19])=[O:18])[CH:12]=1)=[O:5])[CH3:2].[CH2:20]([O:23][C:24](=[O:34])[C:25]1[CH:33]=[CH:32][CH:31]=[C:27]([C:28](O)=[O:29])[CH:26]=1)[CH:21]=[CH2:22].S(Cl)(Cl)=O.CN(C=O)C. Product: [CH2:1]([O:3][C:4]([C:6]1[N:7]=[CH:8][O:9][C:10]=1[C:11]1[CH:16]=[CH:15][CH:14]=[C:13]([C:17](=[O:18])[CH2:25][C:24]([OH:34])=[O:23])[CH:12]=1)=[O:5])[CH3:2].[CH2:20]([O:23][C:24](=[O:34])[C:25]1[CH:33]=[CH:32][CH:31]=[C:27]([C:28]([Cl:19])=[O:29])[CH:26]=1)[CH:21]=[CH2:22].